From a dataset of Retrosynthesis with 50K atom-mapped reactions and 10 reaction types from USPTO. Predict the reactants needed to synthesize the given product. (1) Given the product Cc1ccccc1CC1(NS(C)(=O)=O)CCN(C(=O)OC(C)(C)C)CC1, predict the reactants needed to synthesize it. The reactants are: CS(=O)(=O)Cl.Cc1ccccc1CC1(N)CCN(C(=O)OC(C)(C)C)CC1. (2) Given the product Cc1ccc(Sc2ccc(N)c(N(C)C(=O)OC(C)(C)C)c2)cc1, predict the reactants needed to synthesize it. The reactants are: Cc1ccc(Sc2ccc([N+](=O)[O-])c(N(C)C(=O)OC(C)(C)C)c2)cc1. (3) Given the product CC(C)(C)[Si](C)(C)N1C(=O)[C@@H]2[C@H]1C(=O)CN2C(=O)OCc1ccccc1, predict the reactants needed to synthesize it. The reactants are: CC(C)(C)[Si](C)(C)N1C(=O)[C@@H]2[C@H]1[C@@H](O)CN2C(=O)OCc1ccccc1. (4) Given the product CO[C@@H]1[C@@H](O)[C@@H](O)[C@H](Oc2ccc3c(OCc4ccccc4)c(C(=O)OCC(C)C)c(=O)oc3c2C)OC1(C)C, predict the reactants needed to synthesize it. The reactants are: CO[C@@H]1[C@@H](O)[C@@H](O)[C@H](O)OC1(C)C.Cc1c(O)ccc2c(OCc3ccccc3)c(C(=O)OCC(C)C)c(=O)oc12. (5) Given the product Nc1ccc2nc(-c3ccc(Cl)cc3)c(CO)n2c1, predict the reactants needed to synthesize it. The reactants are: O=[N+]([O-])c1ccc2nc(-c3ccc(Cl)cc3)c(CO)n2c1. (6) Given the product Cc1cc(C(=O)N[C@H]2CC[C@@H](n3c(=O)c4cc(F)cnc4n(-c4cccc(-c5ccc(CN6CCC(N7CCCCC7)CC6)cc5)c4)c3=O)CC2)nn1C, predict the reactants needed to synthesize it. The reactants are: Cc1cc(C(=O)O)nn1C.N[C@H]1CC[C@@H](n2c(=O)c3cc(F)cnc3n(-c3cccc(-c4ccc(CN5CCC(N6CCCCC6)CC5)cc4)c3)c2=O)CC1.